From a dataset of Forward reaction prediction with 1.9M reactions from USPTO patents (1976-2016). Predict the product of the given reaction. (1) Given the reactants [C:1]([NH:4][C:5]1[CH:10]=[C:9]([C:11]2[CH:16]=[CH:15][C:14]([Cl:17])=[C:13]([F:18])[C:12]=2[CH:19]=[O:20])[N:8]=[C:7]([C:21]([O:23][CH3:24])=[O:22])[C:6]=1[Cl:25])(=[O:3])[CH3:2].[O:26]1CCCC1.OO, predict the reaction product. The product is: [C:1]([NH:4][C:5]1[C:6]([Cl:25])=[C:7]([C:21]([O:23][CH3:24])=[O:22])[N:8]=[C:9]([C:11]2[C:12]([C:19]([OH:26])=[O:20])=[C:13]([F:18])[C:14]([Cl:17])=[CH:15][CH:16]=2)[CH:10]=1)(=[O:3])[CH3:2]. (2) Given the reactants [F-].[K+].Br[CH:4]([CH:9]([CH3:11])[CH3:10])[C:5](OC)=[O:6].[NH2:12][C:13]1[CH:18]=[CH:17][C:16]([N+:19]([O-:21])=[O:20])=[CH:15][C:14]=1[OH:22], predict the reaction product. The product is: [CH:9]([CH:4]1[C:5](=[O:6])[NH:12][C:13]2[CH:18]=[CH:17][C:16]([N+:19]([O-:21])=[O:20])=[CH:15][C:14]=2[O:22]1)([CH3:11])[CH3:10]. (3) Given the reactants [CH2:1]([C:5]1[N:6]=[C:7]2[C:12]([Cl:13])=[CH:11][CH:10]=[CH:9][N:8]2[CH:14]=1)[CH2:2][C:3]#[CH:4].Br[C:16]1[CH:21]=[CH:20][CH:19]=[C:18]([CH2:22][F:23])[N:17]=1, predict the reaction product. The product is: [Cl:13][C:12]1[C:7]2[N:8]([CH:14]=[C:5]([CH2:1][CH2:2][C:3]#[C:4][C:16]3[CH:21]=[CH:20][CH:19]=[C:18]([CH2:22][F:23])[N:17]=3)[N:6]=2)[CH:9]=[CH:10][CH:11]=1. (4) Given the reactants [Cl:1][C:2]1[C:10]([C:11]#[N:12])=[CH:9][CH:8]=[C:7]2[C:3]=1[CH:4]=[C:5]([CH2:13][CH2:14][CH3:15])[NH:6]2.[F:16][C:17]([F:36])([F:35])[C:18]1[CH:19]=[C:20]([C:28]2[O:32][N:31]=[C:30]([CH2:33]Cl)[N:29]=2)[CH:21]=[C:22]([C:24]([F:27])([F:26])[F:25])[CH:23]=1, predict the reaction product. The product is: [F:36][C:17]([F:16])([F:35])[C:18]1[CH:19]=[C:20]([C:28]2[O:32][N:31]=[C:30]([CH2:33][N:6]3[C:7]4[C:3](=[C:2]([Cl:1])[C:10]([C:11]#[N:12])=[CH:9][CH:8]=4)[CH:4]=[C:5]3[CH2:13][CH2:14][CH3:15])[N:29]=2)[CH:21]=[C:22]([C:24]([F:26])([F:25])[F:27])[CH:23]=1. (5) Given the reactants [C:1]([NH:5][C:6]([C:8]1[C:16]2[C:11](=[N:12][CH:13]=[C:14]([N:17]3[C:25]4[C:20](=[CH:21][C:22]([O:26][CH3:27])=[CH:23][CH:24]=4)[CH:19]=[N:18]3)[N:15]=2)[N:10](COCC[Si](C)(C)C)[CH:9]=1)=[O:7])([CH3:4])([CH3:3])[CH3:2].FC(F)(F)C(O)=O, predict the reaction product. The product is: [C:1]([NH:5][C:6]([C:8]1[C:16]2[C:11](=[N:12][CH:13]=[C:14]([N:17]3[C:25]4[C:20](=[CH:21][C:22]([O:26][CH3:27])=[CH:23][CH:24]=4)[CH:19]=[N:18]3)[N:15]=2)[NH:10][CH:9]=1)=[O:7])([CH3:4])([CH3:3])[CH3:2]. (6) Given the reactants [C:1]([NH:5][C:6]([C:8]1[C:16]2[C:11](=[N:12][CH:13]=[C:14]([N:17]([CH3:24])[C:18]3[CH:19]=[N:20][CH:21]=[CH:22][CH:23]=3)[N:15]=2)[N:10](COCC[Si](C)(C)C)[CH:9]=1)=[O:7])([CH3:4])([CH3:3])[CH3:2].FC(F)(F)C(O)=O, predict the reaction product. The product is: [C:1]([NH:5][C:6]([C:8]1[C:16]2[C:11](=[N:12][CH:13]=[C:14]([N:17]([CH3:24])[C:18]3[CH:19]=[N:20][CH:21]=[CH:22][CH:23]=3)[N:15]=2)[NH:10][CH:9]=1)=[O:7])([CH3:4])([CH3:3])[CH3:2]. (7) The product is: [CH3:27][N:9]1[C:10]2[C:6](=[CH:5][C:4]([N+:1]([O-:3])=[O:2])=[CH:12][CH:11]=2)[C:7]([C:13]2[CH2:18][CH2:17][NH:16][CH2:15][CH:14]=2)=[CH:8]1. Given the reactants [N+:1]([C:4]1[CH:5]=[C:6]2[C:10](=[CH:11][CH:12]=1)[NH:9][CH:8]=[C:7]2[C:13]1[CH2:18][CH2:17][N:16](C(OC(C)(C)C)=O)[CH2:15][CH:14]=1)([O-:3])=[O:2].Cl.[C:27]([O-])(O)=O.[Na+], predict the reaction product.